Dataset: CYP3A4 inhibition data for predicting drug metabolism from PubChem BioAssay. Task: Regression/Classification. Given a drug SMILES string, predict its absorption, distribution, metabolism, or excretion properties. Task type varies by dataset: regression for continuous measurements (e.g., permeability, clearance, half-life) or binary classification for categorical outcomes (e.g., BBB penetration, CYP inhibition). Dataset: cyp3a4_veith. The drug is CN(C)CCCN1c2ccc3ccccc3c2Sc2cccc(Cl)c21. The result is 0 (non-inhibitor).